The task is: Predict which catalyst facilitates the given reaction.. This data is from Catalyst prediction with 721,799 reactions and 888 catalyst types from USPTO. (1) Reactant: [Cl:1][C:2]1[CH:11]=[CH:10][C:9]2[C:4](=[C:5]([NH2:12])[CH:6]=[CH:7][CH:8]=2)[N:3]=1.[N:13]1[CH:18]=[CH:17][CH:16]=[C:15]([CH:19]=O)[CH:14]=1.CC(O)=O.[BH3-]C#N.[Na+]. Product: [Cl:1][C:2]1[CH:11]=[CH:10][C:9]2[C:4](=[C:5]([NH:12][CH2:19][C:15]3[CH:14]=[N:13][CH:18]=[CH:17][CH:16]=3)[CH:6]=[CH:7][CH:8]=2)[N:3]=1. The catalyst class is: 5. (2) Reactant: [ClH:1].Cl.Cl.[C:4]([C:7]1[CH:8]=[C:9](/[CH:13]=[CH:14]/[CH2:15][N:16]([CH2:30][C:31]([O:33][CH2:34][CH3:35])=[O:32])[C:17]2[CH:22]=[CH:21][C:20]([O:23][CH:24]3[CH2:29][CH2:28][NH:27][CH2:26][CH2:25]3)=[CH:19][CH:18]=2)[CH:10]=[CH:11][CH:12]=1)(=[NH:6])[NH2:5].Cl.[C:37](=[NH:42])(OCC)[CH3:38].C(N(CC)CC)C.Cl. Product: [ClH:1].[ClH:1].[ClH:1].[C:37]([N:27]1[CH2:28][CH2:29][CH:24]([O:23][C:20]2[CH:21]=[CH:22][C:17]([N:16]([CH2:30][C:31]([O:33][CH2:34][CH3:35])=[O:32])[CH2:15]/[CH:14]=[CH:13]/[C:9]3[CH:10]=[CH:11][CH:12]=[C:7]([C:4](=[NH:5])[NH2:6])[CH:8]=3)=[CH:18][CH:19]=2)[CH2:25][CH2:26]1)(=[NH:42])[CH3:38]. The catalyst class is: 71.